From a dataset of Reaction yield outcomes from USPTO patents with 853,638 reactions. Predict the reaction yield, written as a fraction of the theoretical maximum amount of product (1.0 means a 100% yield; for example, 0.34 means a 34% yield). (1) The reactants are O[C:2]1([C:22]2[CH:27]=[CH:26][C:25]3[O:28][CH2:29][O:30][C:24]=3[CH:23]=2)[C:10]2[C:5](=[CH:6][CH:7]=[CH:8][CH:9]=2)[C:4]([C:11]2[CH:16]=[CH:15][CH:14]=[CH:13][CH:12]=2)=[C:3]1[C:17]([O:19]CC)=[O:18].O=C1C2C(=CC=CC=2)C(C2C=CC=CC=2)=C1C(OCC)=O.C1OC2C=CC([Mg]Br)=CC=2O1. The catalyst is C1COCC1. The product is [CH2:29]1[O:28][C:25]2[CH:26]=[CH:27][C:22]([CH:2]3[C:10]4[C:5](=[CH:6][CH:7]=[CH:8][CH:9]=4)[CH:4]([C:11]4[CH:12]=[CH:13][CH:14]=[CH:15][CH:16]=4)[CH:3]3[C:17]([OH:19])=[O:18])=[CH:23][C:24]=2[O:30]1. The yield is 0.720. (2) The reactants are O1CCCC1.[OH-].[Na+].[NH2:8][C:9]1[C:14]([C:15]2[O:19][N:18]=[C:17]([CH2:20][C:21]3[CH:26]=[CH:25][C:24]([OH:27])=[CH:23][CH:22]=3)[CH:16]=2)=[CH:13][CH:12]=[CH:11][N:10]=1.[Cl:28][C:29]1[CH:30]=[CH:31][C:32]([CH2:35]Cl)=[N:33][CH:34]=1. The catalyst is CN(C)C=O. The product is [Cl:28][C:29]1[CH:30]=[CH:31][C:32]([CH2:35][O:27][C:24]2[CH:25]=[CH:26][C:21]([CH2:20][C:17]3[CH:16]=[C:15]([C:14]4[C:9]([NH2:8])=[N:10][CH:11]=[CH:12][CH:13]=4)[O:19][N:18]=3)=[CH:22][CH:23]=2)=[N:33][CH:34]=1. The yield is 0.930. (3) The reactants are C1([NH:7][C:8]([C:10]2[C:11](=[O:30])[N:12]([CH2:22][C:23]3[CH:28]=[CH:27][C:26]([F:29])=[CH:25][CH:24]=3)[C:13]3[C:18]([C:19]=2O)=[CH:17][C:16]([CH3:21])=[CH:15][CH:14]=3)=O)CCCCC1.P(Cl)(Cl)([Cl:33])=O. No catalyst specified. The product is [Cl:33][C:19]1[C:18]2[C:13](=[CH:14][CH:15]=[C:16]([CH3:21])[CH:17]=2)[N:12]([CH2:22][C:23]2[CH:28]=[CH:27][C:26]([F:29])=[CH:25][CH:24]=2)[C:11](=[O:30])[C:10]=1[C:8]#[N:7]. The yield is 0.470. (4) The reactants are [Cl-].O[NH3+:3].[C:4](=[O:7])([O-])[OH:5].[Na+].CS(C)=O.[N:13]1([CH2:19][CH2:20][O:21][C@H:22]2[CH2:27][CH2:26][C@H:25]([N:28]3[C:33](=[O:34])[C:32]([CH2:35][C:36]4[CH:41]=[CH:40][C:39]([C:42]5[C:43]([C:48]#[N:49])=[CH:44][CH:45]=[CH:46][CH:47]=5)=[CH:38][CH:37]=4)=[C:31]([CH2:50][CH2:51][CH3:52])[N:30]4[N:53]=[CH:54][N:55]=[C:29]34)[CH2:24][CH2:23]2)[CH2:18][CH2:17][O:16][CH2:15][CH2:14]1. The catalyst is C(OCC)(=O)C. The product is [N:13]1([CH2:19][CH2:20][O:21][C@H:22]2[CH2:27][CH2:26][C@H:25]([N:28]3[C:33](=[O:34])[C:32]([CH2:35][C:36]4[CH:41]=[CH:40][C:39]([C:42]5[CH:47]=[CH:46][CH:45]=[CH:44][C:43]=5[C:48]5[NH:3][C:4](=[O:7])[O:5][N:49]=5)=[CH:38][CH:37]=4)=[C:31]([CH2:50][CH2:51][CH3:52])[N:30]4[N:53]=[CH:54][N:55]=[C:29]34)[CH2:24][CH2:23]2)[CH2:18][CH2:17][O:16][CH2:15][CH2:14]1. The yield is 0.590. (5) The reactants are [CH2:1]([N:3]([CH2:37][CH3:38])[CH2:4][CH2:5][CH2:6][NH:7][C:8]1[N:9]=[C:10]([C:27]2[CH:28]=[C:29]([CH:33]=[CH:34][C:35]=2[CH3:36])[C:30](O)=[O:31])[C:11]2[CH:17]=[CH:16][C:15](=[O:18])[N:14]([C:19]3[C:24]([F:25])=[CH:23][CH:22]=[CH:21][C:20]=3[F:26])[C:12]=2[N:13]=1)[CH3:2].CN(C(ON1N=NC2C=CC=CC1=2)=[N+](C)C)C.F[P-](F)(F)(F)(F)F.C(N(CC)CC)C.[CH3:70][CH:71]([CH3:75])[C@@H:72]([NH2:74])[CH3:73]. The catalyst is CN(C=O)C. The product is [CH2:37]([N:3]([CH2:1][CH3:2])[CH2:4][CH2:5][CH2:6][NH:7][C:8]1[N:9]=[C:10]([C:27]2[CH:28]=[C:29]([CH:33]=[CH:34][C:35]=2[CH3:36])[C:30]([NH:74][C@@H:72]([CH3:73])[CH:71]([CH3:75])[CH3:70])=[O:31])[C:11]2[CH:17]=[CH:16][C:15](=[O:18])[N:14]([C:19]3[C:24]([F:25])=[CH:23][CH:22]=[CH:21][C:20]=3[F:26])[C:12]=2[N:13]=1)[CH3:38]. The yield is 0.400. (6) The reactants are [Cl:1][C:2]1[CH:7]=[CH:6][C:5]([S:8]([CH2:11][C:12]2[C:17]([F:18])=[C:16]([F:19])[CH:15]=[CH:14][C:13]=2[F:20])(=[O:10])=[O:9])=[CH:4][CH:3]=1.[Li][CH2:22][CH2:23][CH2:24][CH3:25].[C:26]1(C)[CH:31]=C[C:29]([S:32]([N:35]2CC2)(=[O:34])=[O:33])=[CH:28][CH:27]=1. The catalyst is C1COCC1.CN(CCN(C)C)C.C1COCC1. The product is [Cl:1][C:2]1[CH:3]=[CH:4][C:5]([S:8]([CH:11]([C:12]2[C:13]([F:20])=[CH:14][CH:15]=[C:16]([F:19])[C:17]=2[F:18])[CH2:25][CH2:24][C:23]2[CH:22]=[C:26]([CH3:31])[CH:27]=[CH:28][C:29]=2[S:32]([NH2:35])(=[O:34])=[O:33])(=[O:10])=[O:9])=[CH:6][CH:7]=1. The yield is 0.540. (7) The catalyst is C1COCC1. The product is [Cl:1][C:2]1[C:7]2[N:8]=[C:9]([NH:11][C:12]3[CH:17]=[CH:16][C:15]([CH2:18][C:19]([OH:21])=[O:20])=[CH:14][C:13]=3[Cl:23])[S:10][C:6]=2[CH:5]=[CH:4][CH:3]=1. The yield is 0.880. The reactants are [Cl:1][C:2]1[C:7]2[N:8]=[C:9]([NH:11][C:12]3[CH:17]=[CH:16][C:15]([CH2:18][C:19]([O:21]C)=[O:20])=[CH:14][C:13]=3[Cl:23])[S:10][C:6]=2[CH:5]=[CH:4][CH:3]=1.[OH-].[Na+].